From a dataset of Catalyst prediction with 721,799 reactions and 888 catalyst types from USPTO. Predict which catalyst facilitates the given reaction. (1) Reactant: Br[C:2]1[C:3]([F:10])=[C:4]([CH:7]=[CH:8][CH:9]=1)[C:5]#[N:6].[C:11]1(B(O)O)[CH:16]=[CH:15][CH:14]=[CH:13][CH:12]=1.[F-].[Cs+].C([O-])(O)=O.[Na+]. Product: [F:10][C:3]1[C:4]([C:5]#[N:6])=[CH:7][CH:8]=[CH:9][C:2]=1[C:11]1[CH:16]=[CH:15][CH:14]=[CH:13][CH:12]=1. The catalyst class is: 108. (2) Reactant: N([O-])=O.[Na+].[F:5][C:6]([F:15])([F:14])[C:7]1[CH:8]=[C:9]([CH:11]=[CH:12][CH:13]=1)N.[C:16]([O:20][CH3:21])(=[O:19])[CH:17]=[CH2:18].[ClH:22]. Product: [Cl:22][CH:17]([CH2:18][C:9]1[CH:11]=[CH:12][CH:13]=[C:7]([C:6]([F:15])([F:14])[F:5])[CH:8]=1)[C:16]([O:20][CH3:21])=[O:19]. The catalyst class is: 283. (3) Reactant: [CH2:1]([O:8][C:9](=[O:23])[NH:10][C:11]1[CH:12]=[CH:13][C:14]2[CH2:20][CH2:19][C:18](=[O:21])[CH2:17][CH2:16][C:15]=2[CH:22]=1)[C:2]1C=CC=CC=1.C(NC(C)C)(C)C.[Li].[Cl-].[NH4+].[C:34](OCC)(=[O:36])C. Product: [OH:36][CH2:34][CH:1]1[O:8][C:9](=[O:23])[N:10]([C:11]2[CH:12]=[CH:13][C:14]3[CH2:20][CH2:19][C:18](=[O:21])[CH2:17][CH2:16][C:15]=3[CH:22]=2)[CH2:2]1. The catalyst class is: 30. (4) Reactant: [NH:1]([C:23]([O:25][C:26]([CH3:29])([CH3:28])[CH3:27])=[O:24])[C@H:2]([C:20](O)=[O:21])[CH2:3][CH2:4][CH2:5][NH:6][C:7](=[NH:19])[NH:8][S:9]([C:12]1[CH:18]=[CH:17][C:15]([CH3:16])=[CH:14][CH:13]=1)(=[O:11])=[O:10].[CH3:30]CN(C(C)C)C(C)C.F[P-](F)(F)(F)(F)F.[N:46]1([O:55][P+](N(C)C)(N(C)C)N(C)C)[C:50]2C=CC=CC=2N=N1. Product: [NH:1]([C:23]([O:25][C:26]([CH3:29])([CH3:27])[CH3:28])=[O:24])[C@H:2]([C:20]([N:46]([O:55][CH3:30])[CH3:50])=[O:21])[CH2:3][CH2:4][CH2:5][NH:6][C:7](=[NH:19])[NH:8][S:9]([C:12]1[CH:18]=[CH:17][C:15]([CH3:16])=[CH:14][CH:13]=1)(=[O:10])=[O:11]. The catalyst class is: 3. (5) Reactant: [CH3:1][O:2][C:3]1[C:8]([C:9](O)=[O:10])=[CH:7][C:6]([C:12]2[CH:17]=[CH:16][CH:15]=[CH:14][CH:13]=2)=[C:5]([C:18]2[CH:23]=[CH:22][C:21]([Cl:24])=[CH:20][CH:19]=2)[N:4]=1.CN(C=O)C.C(Cl)(=O)C([Cl:33])=O. Product: [CH3:1][O:2][C:3]1[C:8]([C:9]([Cl:33])=[O:10])=[CH:7][C:6]([C:12]2[CH:17]=[CH:16][CH:15]=[CH:14][CH:13]=2)=[C:5]([C:18]2[CH:23]=[CH:22][C:21]([Cl:24])=[CH:20][CH:19]=2)[N:4]=1. The catalyst class is: 2.